The task is: Predict the reactants needed to synthesize the given product.. This data is from Full USPTO retrosynthesis dataset with 1.9M reactions from patents (1976-2016). Given the product [C:14]([O:18][C:19]([NH:21][C@H:22]1[CH2:26][CH2:25][N:24]([CH2:27][B-:28]([F:31])([F:30])[F:29])[CH2:23]1)=[O:20])([CH3:17])([CH3:15])[CH3:16].[K+:32], predict the reactants needed to synthesize it. The reactants are: C(OC(=O)N[C@H]1CCNC1)(C)(C)C.[C:14]([O:18][C:19]([NH:21][C@@H:22]1[CH2:26][CH2:25][N:24]([CH2:27][B-:28]([F:31])([F:30])[F:29])[CH2:23]1)=[O:20])([CH3:17])([CH3:16])[CH3:15].[K+:32].